Dataset: NCI-60 drug combinations with 297,098 pairs across 59 cell lines. Task: Regression. Given two drug SMILES strings and cell line genomic features, predict the synergy score measuring deviation from expected non-interaction effect. (1) Drug 1: CCC1=C2CN3C(=CC4=C(C3=O)COC(=O)C4(CC)O)C2=NC5=C1C=C(C=C5)O. Drug 2: CC12CCC3C(C1CCC2OP(=O)(O)O)CCC4=C3C=CC(=C4)OC(=O)N(CCCl)CCCl.[Na+]. Cell line: BT-549. Synergy scores: CSS=37.0, Synergy_ZIP=-1.08, Synergy_Bliss=-0.985, Synergy_Loewe=-15.2, Synergy_HSA=1.26. (2) Drug 1: CN(CCCl)CCCl.Cl. Drug 2: COC1=C2C(=CC3=C1OC=C3)C=CC(=O)O2. Cell line: HOP-62. Synergy scores: CSS=4.74, Synergy_ZIP=-0.875, Synergy_Bliss=1.95, Synergy_Loewe=-9.46, Synergy_HSA=-0.548. (3) Cell line: NCIH23. Drug 2: CCC(=C(C1=CC=CC=C1)C2=CC=C(C=C2)OCCN(C)C)C3=CC=CC=C3.C(C(=O)O)C(CC(=O)O)(C(=O)O)O. Drug 1: CN(C)N=NC1=C(NC=N1)C(=O)N. Synergy scores: CSS=-0.434, Synergy_ZIP=-1.24, Synergy_Bliss=-4.66, Synergy_Loewe=-5.27, Synergy_HSA=-4.93. (4) Synergy scores: CSS=17.2, Synergy_ZIP=-10.4, Synergy_Bliss=-7.66, Synergy_Loewe=-5.31, Synergy_HSA=-3.84. Cell line: PC-3. Drug 1: CC1OCC2C(O1)C(C(C(O2)OC3C4COC(=O)C4C(C5=CC6=C(C=C35)OCO6)C7=CC(=C(C(=C7)OC)O)OC)O)O. Drug 2: CCC1=C2CN3C(=CC4=C(C3=O)COC(=O)C4(CC)O)C2=NC5=C1C=C(C=C5)O. (5) Drug 1: CC(C)(C#N)C1=CC(=CC(=C1)CN2C=NC=N2)C(C)(C)C#N. Drug 2: CCC1(C2=C(COC1=O)C(=O)N3CC4=CC5=C(C=CC(=C5CN(C)C)O)N=C4C3=C2)O.Cl. Cell line: OVCAR3. Synergy scores: CSS=13.1, Synergy_ZIP=-5.07, Synergy_Bliss=2.01, Synergy_Loewe=-8.26, Synergy_HSA=0.304. (6) Drug 1: C1=CN(C(=O)N=C1N)C2C(C(C(O2)CO)O)O.Cl. Drug 2: C1C(C(OC1N2C=NC(=NC2=O)N)CO)O. Cell line: TK-10. Synergy scores: CSS=20.0, Synergy_ZIP=-4.47, Synergy_Bliss=-0.500, Synergy_Loewe=-0.394, Synergy_HSA=2.36.